Dataset: Catalyst prediction with 721,799 reactions and 888 catalyst types from USPTO. Task: Predict which catalyst facilitates the given reaction. Reactant: Cl.[NH:2]1[CH2:5][CH:4]([C:6]2[CH:27]=[CH:26][C:9]3[C:10]4[N:14]([CH2:15][CH2:16][O:17][C:8]=3[CH:7]=2)[CH:13]=[C:12]([C:18]2[N:19]([CH:23]([CH3:25])[CH3:24])[N:20]=[CH:21][N:22]=2)[N:11]=4)[CH2:3]1.[O-]P([O-])([O-])=O.[Na+].[Na+].[Na+].[CH3:36][NH:37][C:38](=[O:41])[CH2:39]Cl. Product: [CH:23]([N:19]1[C:18]([C:12]2[N:11]=[C:10]3[C:9]4[CH:26]=[CH:27][C:6]([CH:4]5[CH2:3][N:2]([CH2:39][C:38]([NH:37][CH3:36])=[O:41])[CH2:5]5)=[CH:7][C:8]=4[O:17][CH2:16][CH2:15][N:14]3[CH:13]=2)=[N:22][CH:21]=[N:20]1)([CH3:24])[CH3:25]. The catalyst class is: 37.